Dataset: Full USPTO retrosynthesis dataset with 1.9M reactions from patents (1976-2016). Task: Predict the reactants needed to synthesize the given product. (1) Given the product [CH3:18][C:19]1[C:23]([C:2]2[CH:11]=[C:10]3[C:5]([C:6]([OH:17])=[C:7]([C:12]([O:14][CH2:15][CH3:16])=[O:13])[CH:8]=[N:9]3)=[CH:4][CH:3]=2)=[C:22]([CH3:27])[O:21][N:20]=1, predict the reactants needed to synthesize it. The reactants are: Br[C:2]1[CH:11]=[C:10]2[C:5]([C:6]([OH:17])=[C:7]([C:12]([O:14][CH2:15][CH3:16])=[O:13])[CH:8]=[N:9]2)=[CH:4][CH:3]=1.[CH3:18][C:19]1[C:23](B(O)O)=[C:22]([CH3:27])[O:21][N:20]=1.C(=O)([O-])[O-].[K+].[K+].O. (2) Given the product [C:45]([O:48][C:49]([CH3:54])([CH3:53])[C:50]([NH:7][CH2:8][CH:9]=[CH:10][C:11]1[CH:12]=[C:13]2[C:18](=[CH:19][CH:20]=1)[N:17]=[CH:16][N:15]=[C:14]2[NH:21][C:22]1[CH:27]=[CH:26][C:25]([O:28][C:29]2[CH:30]=[N:31][C:32]([CH3:35])=[CH:33][CH:34]=2)=[C:24]([CH3:38])[CH:23]=1)=[O:51])(=[O:47])[CH3:46], predict the reactants needed to synthesize it. The reactants are: C(OC(=O)[NH:7][CH2:8]/[CH:9]=[CH:10]/[C:11]1[CH:12]=[C:13]2[C:18](=[CH:19][CH:20]=1)[N:17]=[CH:16][N:15]=[C:14]2[NH:21][C:22]1[CH:27]=[CH:26][C:25]([O:28][C:29]2[CH:30]=[N:31][C:32]([CH3:35])=[CH:33][CH:34]=2)=[C:24](Cl)[CH:23]=1)(C)(C)C.[CH2:38](N(CC)CC)C.[C:45]([O:48][C:49]([CH3:54])([CH3:53])[C:50](Cl)=[O:51])(=[O:47])[CH3:46]. (3) The reactants are: [I:1][C:2]1[CH:3]=[C:4]([CH:6]=[C:7]([I:10])[C:8]=1[I:9])[NH2:5].O.[N:12]([O-])=O.[Na+].O.O.Cl[Sn]Cl. Given the product [I:1][C:2]1[CH:3]=[C:4]([NH:5][NH2:12])[CH:6]=[C:7]([I:10])[C:8]=1[I:9], predict the reactants needed to synthesize it. (4) Given the product [CH3:1][O:2][C:3](=[O:14])[C:4]1[CH:9]=[C:8]([CH:10]([F:12])[F:11])[N:7]=[C:6]([NH:71][C@H:67]([CH2:69][CH3:70])[CH3:68])[CH:5]=1, predict the reactants needed to synthesize it. The reactants are: [CH3:1][O:2][C:3](=[O:14])[C:4]1[CH:9]=[C:8]([CH:10]([F:12])[F:11])[N:7]=[C:6](Cl)[CH:5]=1.C1(P(C2C=CC=CC=2)C2C=CC3C(=CC=CC=3)C=2C2C3C(=CC=CC=3)C=CC=2P(C2C=CC=CC=2)C2C=CC=CC=2)C=CC=CC=1.C(=O)([O-])[O-].[Cs+].[Cs+].[C@@H:67]([NH2:71])([CH2:69][CH3:70])[CH3:68]. (5) Given the product [N:4]1([C:1]2[O:3][C:11]3[C:20]([O:21][S:22]([C:25]([F:26])([F:27])[F:28])(=[O:23])=[O:24])=[CH:19][CH:18]=[CH:17][C:12]=3[C:13](=[O:14])[CH:2]=2)[CH2:9][CH2:8][O:7][CH2:6][CH2:5]1, predict the reactants needed to synthesize it. The reactants are: [C:1]([N:4]1[CH2:9][CH2:8][O:7][CH2:6][CH2:5]1)(=[O:3])[CH3:2].O[C:11]1[C:20]([O:21][S:22]([C:25]([F:28])([F:27])[F:26])(=[O:24])=[O:23])=[CH:19][CH:18]=[CH:17][C:12]=1[C:13](OC)=[O:14].FC(F)(F)S(OS(C(F)(F)F)(=O)=O)(=O)=O. (6) Given the product [OH:1][C:2]([C:23]1[CH:24]=[CH:25][CH:26]=[CH:27][CH:28]=1)([CH2:19][C:20]([CH3:22])=[CH2:21])[CH2:3][CH2:4][N:5]([C:43]([O:45][CH3:46])=[O:44])[C@H:6]1[CH2:11][CH2:10][CH2:9][N:8]([C:12]([O:14][C:15]([CH3:18])([CH3:16])[CH3:17])=[O:13])[CH2:7]1, predict the reactants needed to synthesize it. The reactants are: [OH:1][C:2]([C:23]1[CH:28]=[CH:27][CH:26]=[CH:25][CH:24]=1)([CH2:19][C:20]([CH3:22])=[CH2:21])[CH2:3][CH2:4][NH:5][C@H:6]1[CH2:11][CH2:10][CH2:9][N:8]([C:12]([O:14][C:15]([CH3:18])([CH3:17])[CH3:16])=[O:13])[CH2:7]1.C(N(CC)CC)C.N1C=CC=CC=1.Cl[C:43]([O:45][CH3:46])=[O:44]. (7) Given the product [CH3:7][C:8]1[CH:14]=[CH:13][C:12]([O:15][C:16]2[CH:17]=[CH:18][CH:19]=[CH:20][CH:21]=2)=[CH:11][C:9]=1[NH:10][C:22](=[O:29])[C:23]1[CH:28]=[CH:27][CH:26]=[CH:25][CH:24]=1, predict the reactants needed to synthesize it. The reactants are: CN(C)C=O.Cl.[CH3:7][C:8]1[CH:14]=[CH:13][C:12]([O:15][C:16]2[CH:21]=[CH:20][CH:19]=[CH:18][CH:17]=2)=[CH:11][C:9]=1[NH2:10].[C:22](Cl)(=[O:29])[C:23]1[CH:28]=[CH:27][CH:26]=[CH:25][CH:24]=1.Cl. (8) The reactants are: [Br:1][C:2]1[C:3]([CH3:10])=[CH:4][C:5]([OH:9])=[N:6][C:7]=1[CH3:8].[CH2:11](I)[CH3:12]. Given the product [Br:1][C:2]1[C:7]([CH3:8])=[N:6][C:5]([O:9][CH2:11][CH3:12])=[CH:4][C:3]=1[CH3:10], predict the reactants needed to synthesize it. (9) Given the product [F:40][CH2:25][C:20]1[CH:21]=[CH:22][CH:23]=[CH:24][C:19]=1[CH:15]1[CH2:16][CH2:17][CH2:18][N:13]2[N:12]=[C:11](/[CH:10]=[CH:9]/[C:7]3[CH:6]=[CH:5][C:4]([N:28]4[CH:32]=[C:31]([CH3:33])[N:30]=[CH:29]4)=[C:3]([O:2][CH3:1])[N:8]=3)[N:27]=[C:14]12, predict the reactants needed to synthesize it. The reactants are: [CH3:1][O:2][C:3]1[N:8]=[C:7](/[CH:9]=[CH:10]/[C:11]2[N:27]=[C:14]3[CH:15]([C:19]4[CH:24]=[CH:23][CH:22]=[CH:21][C:20]=4[CH2:25]O)[CH2:16][CH2:17][CH2:18][N:13]3[N:12]=2)[CH:6]=[CH:5][C:4]=1[N:28]1[CH:32]=[C:31]([CH3:33])[N:30]=[CH:29]1.CCN(S(F)(F)[F:40])CC.O.C(=O)(O)[O-].[Na+].